Predict the product of the given reaction. From a dataset of Forward reaction prediction with 1.9M reactions from USPTO patents (1976-2016). (1) Given the reactants [CH3:1][O:2][C:3]1[CH:24]=[CH:23][C:6]([CH2:7][N:8]2[CH:17]=[C:16]3[C:10]([N:11]([CH2:19][C:20]([OH:22])=O)[CH2:12][CH2:13][CH2:14][C:15]3=[O:18])=[N:9]2)=[CH:5][CH:4]=1.CN(C(O[N:33]1N=N[C:35]2C=CC=[N:39][C:34]1=2)=[N+](C)C)C.F[P-](F)(F)(F)(F)F.ONC(=N)C.CCN(CC)CC.C([O-])([O-])=O.[Na+].[Na+], predict the reaction product. The product is: [CH3:1][O:2][C:3]1[CH:4]=[CH:5][C:6]([CH2:7][N:8]2[CH:17]=[C:16]3[C:10]([N:11]([CH2:19][C:20]4[O:22][N:39]=[C:34]([CH3:35])[N:33]=4)[CH2:12][CH2:13][CH2:14][C:15]3=[O:18])=[N:9]2)=[CH:23][CH:24]=1. (2) Given the reactants [CH3:1][O:2][C:3]([C:5]1[S:9][C:8]2[C:10]([N+:14]([O-])=O)=[CH:11][CH:12]=[CH:13][C:7]=2[CH:6]=1)=[O:4].[H][H], predict the reaction product. The product is: [CH3:1][O:2][C:3]([C:5]1[S:9][C:8]2[C:10]([NH2:14])=[CH:11][CH:12]=[CH:13][C:7]=2[CH:6]=1)=[O:4]. (3) Given the reactants [O:1]1[C:5]2[CH:6]=[CH:7][C:8]([CH2:10][NH:11][CH2:12][CH2:13][CH:14]3[CH2:19][CH2:18][CH2:17][CH2:16][N:15]3[C:20]3[CH:25]=[CH:24][N:23]=[C:22]([N:26]4[CH:30]=[CH:29][N:28]=[CH:27]4)[N:21]=3)=[CH:9][C:4]=2[O:3][CH2:2]1.CCN(C(C)C)C(C)C.[C:40](OC(=O)C)(=[O:42])[CH3:41], predict the reaction product. The product is: [C:40]([N:11]([CH2:10][C:8]1[CH:7]=[CH:6][C:5]2[O:1][CH2:2][O:3][C:4]=2[CH:9]=1)[CH2:12][CH2:13][CH:14]1[CH2:19][CH2:18][CH2:17][CH2:16][N:15]1[C:20]1[CH:25]=[CH:24][N:23]=[C:22]([N:26]2[CH:30]=[CH:29][N:28]=[CH:27]2)[N:21]=1)(=[O:42])[CH3:41]. (4) Given the reactants [Cl:1][C:2]1[C:7](I)=[CH:6][N:5]=[C:4]([N:9]=[CH:10][N:11]([CH:15]([CH3:17])[CH3:16])[CH:12]([CH3:14])[CH3:13])[N:3]=1.[C:18]1([C:24]#[CH:25])[CH:23]=[CH:22][CH:21]=[CH:20][CH:19]=1, predict the reaction product. The product is: [Cl:1][C:2]1[C:7]([C:25]#[C:24][C:18]2[CH:23]=[CH:22][CH:21]=[CH:20][CH:19]=2)=[CH:6][N:5]=[C:4]([N:9]=[CH:10][N:11]([CH:15]([CH3:17])[CH3:16])[CH:12]([CH3:14])[CH3:13])[N:3]=1. (5) Given the reactants F[C:2]1[CH:7]=[CH:6][C:5]([N+:8]([O-:10])=[O:9])=[CH:4][C:3]=1[C:11]([F:14])([F:13])[F:12].[Cl:15][C:16]1[CH:17]=[N:18][CH:19]=[C:20]([OH:22])[CH:21]=1.C(=O)([O-])[O-].[K+].[K+], predict the reaction product. The product is: [Cl:15][C:16]1[CH:17]=[N:18][CH:19]=[C:20]([O:22][C:2]2[CH:7]=[CH:6][C:5]([N+:8]([O-:10])=[O:9])=[CH:4][C:3]=2[C:11]([F:14])([F:13])[F:12])[CH:21]=1.